Dataset: Catalyst prediction with 721,799 reactions and 888 catalyst types from USPTO. Task: Predict which catalyst facilitates the given reaction. (1) Reactant: [Cl:1][C:2]1[CH:7]=[C:6]([O:8][CH2:9][C:10]2[CH:15]=[CH:14][CH:13]=[CH:12][CH:11]=2)[CH:5]=[C:4]([Cl:16])[C:3]=1[OH:17].[C:18]([O:22][C:23]([NH:25][CH2:26][CH2:27][CH2:28]Br)=[O:24])([CH3:21])([CH3:20])[CH3:19].C(=O)([O-])[O-].[K+].[K+]. Product: [Cl:1][C:2]1[CH:7]=[C:6]([O:8][CH2:9][C:10]2[CH:15]=[CH:14][CH:13]=[CH:12][CH:11]=2)[CH:5]=[C:4]([Cl:16])[C:3]=1[O:17][CH2:28][CH2:27][CH2:26][NH:25][C:23]([O:22][C:18]([CH3:19])([CH3:21])[CH3:20])=[O:24]. The catalyst class is: 369. (2) Reactant: [CH3:1][O:2][CH2:3][CH2:4][O:5][C:6]1[CH:11]=[CH:10][N:9]2[C:12]([C:15]([O:17]CC)=[O:16])=[CH:13][N:14]=[C:8]2[CH:7]=1.O1CCCC1.O.[OH-].[Li+].Cl. Product: [CH3:1][O:2][CH2:3][CH2:4][O:5][C:6]1[CH:11]=[CH:10][N:9]2[C:12]([C:15]([OH:17])=[O:16])=[CH:13][N:14]=[C:8]2[CH:7]=1. The catalyst class is: 97. (3) Reactant: [H-].[H-].[H-].[H-].[Li+].[Al+3].[CH3:7][C:8]1[CH:12]=[C:11]([C:13](OCC)=[O:14])[N:10]([C:18]2[CH:23]=[CH:22][CH:21]=[CH:20][CH:19]=2)[N:9]=1. Product: [CH3:7][C:8]1[CH:12]=[C:11]([CH2:13][OH:14])[N:10]([C:18]2[CH:23]=[CH:22][CH:21]=[CH:20][CH:19]=2)[N:9]=1. The catalyst class is: 7.